Predict the reaction yield, written as a fraction of the theoretical maximum amount of product (1.0 means a 100% yield; for example, 0.34 means a 34% yield). From a dataset of Reaction yield outcomes from USPTO patents with 853,638 reactions. (1) The reactants are COC[O:4][C:5]1[CH:10]=[C:9]([O:11]COC)[C:8]([CH:15]([CH3:17])[CH3:16])=[CH:7][C:6]=1[C:18]1[N:19]([C:24]2[CH:29]=[CH:28][C:27]([O:30]C)=[CH:26][CH:25]=2)[C:20](=[O:23])[NH:21][N:22]=1.ClCCCl. The catalyst is CCCCCC. The product is [OH:4][C:5]1[CH:10]=[C:9]([OH:11])[C:8]([CH:15]([CH3:17])[CH3:16])=[CH:7][C:6]=1[C:18]1[N:19]([C:24]2[CH:29]=[CH:28][C:27]([OH:30])=[CH:26][CH:25]=2)[C:20](=[O:23])[NH:21][N:22]=1. The yield is 0.148. (2) The yield is 0.790. The product is [CH:21]([C:20]1[C:19]([O:24][CH3:25])=[CH:18][C:17]([O:26][CH3:27])=[C:16]([C:15]#[C:14][C:9]2[CH:10]=[CH:11][CH:12]=[CH:13][C:8]=2[NH:7][C:28](=[O:33])[C:29]([CH3:32])([CH3:31])[CH3:30])[CH:23]=1)=[O:22]. The catalyst is C(Cl)Cl. The reactants are N1C=CC=CC=1.[NH2:7][C:8]1[CH:13]=[CH:12][CH:11]=[CH:10][C:9]=1[C:14]#[C:15][C:16]1[C:17]([O:26][CH3:27])=[CH:18][C:19]([O:24][CH3:25])=[C:20]([CH:23]=1)[CH:21]=[O:22].[C:28](Cl)(=[O:33])[C:29]([CH3:32])([CH3:31])[CH3:30]. (3) The reactants are [NH2:1][C:2]1[C:9]([NH:10][C:11]2[CH:12]=[CH:13][C:14]3[C:18]4[CH:19]=[CH:20][CH:21]=[CH:22][C:17]=4[O:16][C:15]=3[CH:23]=2)=[CH:8][CH:7]=[CH:6][C:3]=1[C:4]#[N:5].[CH:24](OCC)(OCC)OCC.Cl. No catalyst specified. The product is [CH:13]1[C:14]2[C:18]3[CH:19]=[CH:20][CH:21]=[CH:22][C:17]=3[O:16][C:15]=2[CH:23]=[C:11]([N:10]2[C:9]3[CH:8]=[CH:7][CH:6]=[C:3]([C:4]#[N:5])[C:2]=3[N:1]=[CH:24]2)[CH:12]=1. The yield is 0.810. (4) The reactants are CN(C=O)C.[Cl:6]N1C(=O)CCC1=O.[OH:14][N:15]=[CH:16][C:17]1[CH:18]=[C:19]([CH:22]=[CH:23][CH:24]=1)[C:20]#[N:21]. The catalyst is C(OCC)C. The product is [C:20]([C:19]1[CH:18]=[C:17]([C:16]([Cl:6])=[N:15][OH:14])[CH:24]=[CH:23][CH:22]=1)#[N:21]. The yield is 0.790. (5) The reactants are [F:1][C:2]1[CH:3]=[C:4]([CH:16]=[C:17]([CH:19]=[C:20]2[CH2:25][CH2:24][NH:23][CH2:22][CH2:21]2)[CH:18]=1)[O:5][C:6]1[CH:11]=[CH:10][C:9]([C:12]([F:15])([F:14])[F:13])=[CH:8][N:7]=1.[N:26]1[CH:31]=[CH:30][CH:29]=[C:28]([NH:32][C:33](=O)[O:34]C2C=CC=CC=2)[CH:27]=1.C(N(CC)CC)C. The catalyst is CS(C)=O.O. The product is [F:1][C:2]1[CH:18]=[C:17]([CH:16]=[C:4]([O:5][C:6]2[CH:11]=[CH:10][C:9]([C:12]([F:15])([F:14])[F:13])=[CH:8][N:7]=2)[CH:3]=1)[CH:19]=[C:20]1[CH2:25][CH2:24][N:23]([C:33]([NH:32][C:28]2[CH:27]=[N:26][CH:31]=[CH:30][CH:29]=2)=[O:34])[CH2:22][CH2:21]1. The yield is 0.800.